This data is from Full USPTO retrosynthesis dataset with 1.9M reactions from patents (1976-2016). The task is: Predict the reactants needed to synthesize the given product. (1) Given the product [OH:1][C:2]1[C:11]([NH2:18])=[C:10]2[C:5]([CH:6]=[CH:7][CH:8]=[N:9]2)=[CH:4][CH:3]=1, predict the reactants needed to synthesize it. The reactants are: [OH:1][C:2]1[CH:11]=[C:10]2[C:5]([CH:6]=[CH:7][CH:8]=[N:9]2)=[CH:4][CH:3]=1.C1([N:18](C)N)C=CC=CC=1. (2) Given the product [F:7][CH2:4][CH2:2][N:21]1[CH:22]=[C:23]([C:25]2[S:26][CH:27]=[CH:28][CH:29]=2)[N:24]=[C:20]1[CH2:19][CH2:18][C:16]1[N:17]=[C:13]2[N:12]=[C:11]([CH3:30])[CH:10]=[C:9]([CH3:8])[N:14]2[CH:15]=1, predict the reactants needed to synthesize it. The reactants are: O[C:2]([C:4]([F:7])(F)F)=O.[CH3:8][C:9]1[N:14]2[CH:15]=[C:16]([CH2:18][CH2:19][C:20]3[NH:21][CH:22]=[C:23]([C:25]4[S:26][CH:27]=[CH:28][CH:29]=4)[N:24]=3)[N:17]=[C:13]2[N:12]=[C:11]([CH3:30])[CH:10]=1.[H-].[Na+].BrCCF.CO. (3) Given the product [CH2:1]([N:4]1[CH2:9][CH2:8][O:7][C:6]2[CH:10]=[CH:11][C:12]([C:15]3[N:20]4[N:21]=[C:22]([C:24]([OH:26])=[O:25])[CH:23]=[C:19]4[N:18]=[C:17]([CH3:29])[C:16]=3[C@H:30]([O:36][C:37]([CH3:38])([CH3:40])[CH3:39])[C:31]([O:33][CH2:34][CH3:35])=[O:32])=[C:13]([Cl:14])[C:5]1=2)[CH:2]=[CH2:3], predict the reactants needed to synthesize it. The reactants are: [CH2:1]([N:4]1[CH2:9][CH2:8][O:7][C:6]2[CH:10]=[CH:11][C:12]([C:15]3[N:20]4[N:21]=[C:22]([C:24]([O:26]CC)=[O:25])[CH:23]=[C:19]4[N:18]=[C:17]([CH3:29])[C:16]=3[C@H:30]([O:36][C:37]([CH3:40])([CH3:39])[CH3:38])[C:31]([O:33][CH2:34][CH3:35])=[O:32])=[C:13]([Cl:14])[C:5]1=2)[CH:2]=[CH2:3].[OH-].[Na+]. (4) Given the product [Cl:16][C:17]1[N:22]=[CH:21][C:20]([O:1][CH2:2][CH:3]2[CH2:8][CH2:7][N:6]([C:9]([O:11][C:12]([CH3:15])([CH3:14])[CH3:13])=[O:10])[CH2:5][CH2:4]2)=[CH:19][CH:18]=1, predict the reactants needed to synthesize it. The reactants are: [OH:1][CH2:2][CH:3]1[CH2:8][CH2:7][N:6]([C:9]([O:11][C:12]([CH3:15])([CH3:14])[CH3:13])=[O:10])[CH2:5][CH2:4]1.[Cl:16][C:17]1[N:22]=[CH:21][C:20](O)=[CH:19][CH:18]=1.